From a dataset of Full USPTO retrosynthesis dataset with 1.9M reactions from patents (1976-2016). Predict the reactants needed to synthesize the given product. (1) Given the product [CH2:15]([NH:6][C@@H:5]([CH3:7])[C:4]([O:3][CH3:2])=[O:8])[C:16]1[CH:21]=[CH:20][CH:19]=[CH:18][CH:17]=1, predict the reactants needed to synthesize it. The reactants are: Cl.[CH3:2][O:3][C:4](=[O:8])[C@H:5]([CH3:7])[NH2:6].C(=O)([O-])[O-].[K+].[K+].[CH2:15](Br)[C:16]1[CH:21]=[CH:20][CH:19]=[CH:18][CH:17]=1. (2) Given the product [CH3:14][C:11]1([N:15]2[CH2:16][CH2:17][C:18]3([O:19][CH2:20][CH2:21][O:22]3)[CH2:23][CH2:24]2)[CH2:12][CH2:13][NH:8][CH2:9][CH2:10]1, predict the reactants needed to synthesize it. The reactants are: C([N:8]1[CH2:13][CH2:12][C:11]([N:15]2[CH2:24][CH2:23][C:18]3([O:22][CH2:21][CH2:20][O:19]3)[CH2:17][CH2:16]2)([CH3:14])[CH2:10][CH2:9]1)C1C=CC=CC=1. (3) Given the product [CH3:1][S:2]([CH2:3][C:4]1[CH:5]=[CH:6][CH:7]=[C:8]2[C:12]=1[NH:11][CH:10]=[C:9]2[CH:13]([C:18]1[CH:19]=[CH:20][C:21]([C:24]([F:26])([F:27])[F:25])=[CH:22][CH:23]=1)[CH2:14][CH2:15][C:16]#[N:17])=[O:36], predict the reactants needed to synthesize it. The reactants are: [CH3:1][S:2][CH2:3][C:4]1[CH:5]=[CH:6][CH:7]=[C:8]2[C:12]=1[NH:11][CH:10]=[C:9]2[CH:13]([C:18]1[CH:23]=[CH:22][C:21]([C:24]([F:27])([F:26])[F:25])=[CH:20][CH:19]=1)[CH2:14][CH2:15][C:16]#[N:17].ClC1C=CC=C(C(OO)=[O:36])C=1. (4) Given the product [Cl:131][C:132]1[CH:133]=[CH:134][C:135]2[N:141]3[CH:142]=[CH:143][CH:144]=[C:140]3[C@@H:139]([CH2:145][CH2:146][N:147]3[NH:151][N:150]=[C:149]([CH2:152][O:153][C:154]([CH2:161][CH3:162])([CH2:159][CH3:160])[C:155]([O:157][CH3:158])=[O:156])[NH:148]3)[O:138][C@H:137]([C:163]3[CH:168]=[CH:167][CH:166]=[C:165]([O:169][CH3:170])[C:164]=3[O:171][CH3:172])[C:136]=2[CH:173]=1, predict the reactants needed to synthesize it. The reactants are: CS(OCC[C@H]1O[C@H](C2C=CC=C(OC)C=2OC)C2C=C(Cl)C=CC=2N2C=CC=C12)(=O)=O.C(C(OCC1NN=NN=1)(CC)C(OC)=O)C.ClC1C=CC2N3C=CC=C3[C@@H](CCN3N=NC(COC(C)(C)C(OC)=O)=N3)O[C@H](C3C=CC=C(OC)C=3OC)C=2C=1.ClC1C=CC2N3C=CC=C3[C@@H](CCN3NN=C(COC(C)(C)C(OC)=O)N3)O[C@H](C3C=CC=C(OC)C=3OC)C=2C=1.[Cl:131][C:132]1[CH:133]=[CH:134][C:135]2[N:141]3[CH:142]=[CH:143][CH:144]=[C:140]3[C@@H:139]([CH2:145][CH2:146][N:147]3[N:151]=[N:150][C:149]([CH2:152][O:153][C:154]([CH2:161][CH3:162])([CH2:159][CH3:160])[C:155]([O:157][CH3:158])=[O:156])=[N:148]3)[O:138][C@H:137]([C:163]3[CH:168]=[CH:167][CH:166]=[C:165]([O:169][CH3:170])[C:164]=3[O:171][CH3:172])[C:136]=2[CH:173]=1. (5) Given the product [CH:1]1([NH:4][C:5](=[O:32])[C:6]2[CH:11]=[CH:10][C:9]([C:12]3[N:16]4[CH:17]=[C:18]([CH2:26][CH2:27][C:28]([OH:31])([CH3:30])[CH3:29])[N:19]=[C:20]([NH:21][CH2:22][CH:23]([CH3:25])[CH3:24])[C:15]4=[N:14][CH:13]=3)=[CH:8][CH:7]=2)[CH2:2][CH2:3]1, predict the reactants needed to synthesize it. The reactants are: [CH:1]1([NH:4][C:5](=[O:32])[C:6]2[CH:11]=[CH:10][C:9]([C:12]3[N:16]4[CH:17]=[C:18]([C:26]#[C:27][C:28]([OH:31])([CH3:30])[CH3:29])[N:19]=[C:20]([NH:21][CH2:22][CH:23]([CH3:25])[CH3:24])[C:15]4=[N:14][CH:13]=3)=[CH:8][CH:7]=2)[CH2:3][CH2:2]1. (6) Given the product [CH2:1]1[CH2:10][O:9][C:8]2[CH:7]=[CH:6][C:5]([NH:11][C:12]3[C:17]([F:18])=[CH:16][N:15]=[C:14]([NH:19][C:20]4[CH:25]=[CH:24][C:23]([CH2:30][CH3:31])=[CH:22][CH:21]=4)[N:13]=3)=[CH:4][C:3]=2[O:2]1, predict the reactants needed to synthesize it. The reactants are: [CH2:1]1[CH2:10][O:9][C:8]2[CH:7]=[CH:6][C:5]([NH:11][C:12]3[C:17]([F:18])=[CH:16][N:15]=[C:14]([NH:19][C:20]4[CH:25]=[CH:24][CH:23]=[C:22](O)[CH:21]=4)[N:13]=3)=[CH:4][C:3]=2[O:2]1.ClC1N=C(NC2C=CC3OCCOC=3C=2)[C:31](F)=[CH:30]N=1.C(C1C=CC(N)=CC=1)C. (7) Given the product [Br:1][C:2]1[CH:3]=[C:4]2[C:12]([C:11]3[CH:10]=[CH:9][C:8]([OH:19])=[CH:7][C:6]=3[C:5]2([CH3:17])[CH3:16])=[CH:13][CH:14]=1, predict the reactants needed to synthesize it. The reactants are: [Br:1][C:2]1[CH:14]=[CH:13][C:12]2[C:11]3[C:6](=[CH:7][C:8](Br)=[CH:9][CH:10]=3)[C:5]([CH3:17])([CH3:16])[C:4]=2[CH:3]=1.B(OC(C)C)(OC(C)C)[O:19]C(C)C.C([Li])CCC.Cl.